Dataset: Forward reaction prediction with 1.9M reactions from USPTO patents (1976-2016). Task: Predict the product of the given reaction. (1) Given the reactants [NH2:1][C:2]1[C:3]([CH:11]=O)=[CH:4][C:5]2[O:9][CH2:8][CH2:7][C:6]=2[CH:10]=1.[CH2:13]([C@:15]1([OH:31])[C:27]2[CH:26]=[C:25]3[N:21]([CH2:22][CH2:23][C:24]3=O)[C:20](=[O:29])[C:19]=2[CH2:18][O:17][C:16]1=[O:30])[CH3:14].C1(C)C=CC(S(O)(=O)=O)=CC=1, predict the reaction product. The product is: [CH2:13]([C@:15]1([OH:31])[C:27]2[CH:26]=[C:25]3[N:21]([CH2:22][C:23]4[C:24]3=[N:1][C:2]3[CH:10]=[C:6]5[CH2:7][CH2:8][O:9][C:5]5=[CH:4][C:3]=3[CH:11]=4)[C:20](=[O:29])[C:19]=2[CH2:18][O:17][C:16]1=[O:30])[CH3:14]. (2) Given the reactants [NH2:1][C:2]1[CH:3]=[CH:4][C:5]([CH3:12])=[C:6]([C:8]([F:11])([F:10])[F:9])[CH:7]=1.C[Al](C)C.C[O:18][C:19]([C:21]1[C:30]2[C:25](=[CH:26][C:27]([O:31][C:32]3[CH:37]=[C:36]([CH2:38][O:39][CH3:40])[N:35]=[CH:34][N:33]=3)=[CH:28][CH:29]=2)[CH:24]=[CH:23][CH:22]=1)=O.[NH4+].[Cl-], predict the reaction product. The product is: [CH3:12][C:5]1[CH:4]=[CH:3][C:2]([NH:1][C:19]([C:21]2[C:30]3[C:25](=[CH:26][C:27]([O:31][C:32]4[CH:37]=[C:36]([CH2:38][O:39][CH3:40])[N:35]=[CH:34][N:33]=4)=[CH:28][CH:29]=3)[CH:24]=[CH:23][CH:22]=2)=[O:18])=[CH:7][C:6]=1[C:8]([F:9])([F:10])[F:11]. (3) Given the reactants [CH2:1]([O:3][CH:4]([O:24][CH2:25][CH3:26])[CH2:5][CH2:6][NH:7][C:8]1[S:9][CH:10]=[C:11]([C:13]2[O:17][N:16]=[C:15]([C:18]3[CH:23]=[CH:22][CH:21]=[CH:20][CH:19]=3)[CH:14]=2)[N:12]=1)[CH3:2].C(N(C(C)C)CC)(C)C.[S:36]1[CH:40]=[CH:39][CH:38]=[C:37]1[C:41](Cl)=[O:42], predict the reaction product. The product is: [CH2:1]([O:3][CH:4]([O:24][CH2:25][CH3:26])[CH2:5][CH2:6][N:7]([C:8]1[S:9][CH:10]=[C:11]([C:13]2[O:17][N:16]=[C:15]([C:18]3[CH:23]=[CH:22][CH:21]=[CH:20][CH:19]=3)[CH:14]=2)[N:12]=1)[C:41]([C:37]1[S:36][CH:40]=[CH:39][CH:38]=1)=[O:42])[CH3:2]. (4) Given the reactants [CH:1](NC(C)C)(C)C.[CH2:8]([Li])CCC.[Li+].CC([N-]C(C)C)C.[C:21]1(=[O:30])[C:29]2[C:24](=[CH:25][CH:26]=[CH:27][CH:28]=2)[CH2:23][CH2:22]1.[C:31]([C:33]([O:35][CH3:36])=[O:34])#N, predict the reaction product. The product is: [CH3:1][CH:22]1[CH2:23][C:24]2[C:29](=[CH:28][CH:27]=[CH:26][CH:25]=2)[C:21]1=[O:30].[CH3:8][C:31]1([C:33]([O:35][CH3:36])=[O:34])[CH2:23][C:24]2[C:29](=[CH:28][CH:27]=[CH:26][CH:25]=2)[C:21]1=[O:30]. (5) Given the reactants Cl[S:2]([C:5]1[CH:13]=[CH:12][C:8]([C:9]([OH:11])=[O:10])=[CH:7][CH:6]=1)(=[O:4])=[O:3].[NH:14]1[CH2:18][CH2:17][CH2:16][CH2:15]1, predict the reaction product. The product is: [N:14]1([S:2]([C:5]2[CH:13]=[CH:12][C:8]([C:9]([OH:11])=[O:10])=[CH:7][CH:6]=2)(=[O:4])=[O:3])[CH2:18][CH2:17][CH2:16][CH2:15]1. (6) Given the reactants Cl[C:2]1[N:3]=[C:4]2[C:10]3[CH:11]=[CH:12][CH:13]=[CH:14][C:9]=3[NH:8][C:7]3[N:15]=[CH:16][CH:17]=[CH:18][C:6]=3[N:5]2[C:19]=1[C:20]1[CH:25]=[CH:24][C:23]([C:26]2([NH:30][C:31](=[O:37])[O:32][C:33]([CH3:36])([CH3:35])[CH3:34])[CH2:29][CH2:28][CH2:27]2)=[CH:22][CH:21]=1.[N+:38]([C:41]1[CH:42]=[C:43](B2OC(C)(C)C(C)(C)O2)[CH:44]=[CH:45][CH:46]=1)([O-:40])=[O:39].C([O-])([O-])=O.[Na+].[Na+], predict the reaction product. The product is: [N+:38]([C:41]1[CH:46]=[C:45]([C:2]2[N:3]=[C:4]3[C:10]4[CH:11]=[CH:12][CH:13]=[CH:14][C:9]=4[NH:8][C:7]4[N:15]=[CH:16][CH:17]=[CH:18][C:6]=4[N:5]3[C:19]=2[C:20]2[CH:25]=[CH:24][C:23]([C:26]3([NH:30][C:31](=[O:37])[O:32][C:33]([CH3:35])([CH3:34])[CH3:36])[CH2:27][CH2:28][CH2:29]3)=[CH:22][CH:21]=2)[CH:44]=[CH:43][CH:42]=1)([O-:40])=[O:39].